Dataset: Cav3 T-type calcium channel HTS with 100,875 compounds. Task: Binary Classification. Given a drug SMILES string, predict its activity (active/inactive) in a high-throughput screening assay against a specified biological target. (1) The result is 1 (active). The drug is OC1(c2c3c([nH]c2C)cccc3)c2c(NC1=O)ccc(c2)C. (2) The drug is S(=O)(=O)(N1CCOCC1)c1cc(c(cc1)C)C(=O)NCc1cc2OCOc2cc1. The result is 0 (inactive). (3) The compound is s1c(CNC(=S)Nc2c(c(ccc2)C)C)ccc1. The result is 0 (inactive). (4) The compound is S(=O)(=O)(N1CCC(CC1)C(=O)NC1CCCCC1)c1sccc1. The result is 0 (inactive).